Dataset: hERG potassium channel inhibition data for cardiac toxicity prediction from Karim et al.. Task: Regression/Classification. Given a drug SMILES string, predict its toxicity properties. Task type varies by dataset: regression for continuous values (e.g., LD50, hERG inhibition percentage) or binary classification for toxic/non-toxic outcomes (e.g., AMES mutagenicity, cardiotoxicity, hepatotoxicity). Dataset: herg_karim. (1) The drug is CC1=C(C/C=C(\C)CCC[C@H](C)CCC[C@H](C)CCCC(C)C)C(=O)c2ccccc2C1=O. The result is 1 (blocker). (2) The compound is O=C(NC1CCN(Cc2ccn(-c3ccc(C(F)(F)F)cc3)c2)CC1)NS(=O)(=O)c1ccc(F)cc1. The result is 0 (non-blocker). (3) The compound is Cc1nc(C)c(-c2ccc([C@H]3CC[C@H](CC(=O)O)CC3)cc2)nc1C(N)=O. The result is 0 (non-blocker). (4) The compound is CCOCC1(COCC)N[C@@H](c2nc(-c3ccccc3)c[nH]2)Cc2c1[nH]c1ccccc21. The result is 1 (blocker). (5) The drug is c1ccc(-n2ncc3c2CCCC3CCN2Cc3ccccc3C2)cc1. The result is 1 (blocker). (6) The drug is CC1(C)Oc2ccc(Br)cc2C2(COC(N)=N2)C12COC2. The result is 0 (non-blocker).